Dataset: Reaction yield outcomes from USPTO patents with 853,638 reactions. Task: Predict the reaction yield, written as a fraction of the theoretical maximum amount of product (1.0 means a 100% yield; for example, 0.34 means a 34% yield). (1) The reactants are [CH2:1]([N:8]([CH2:26][C@@H:27]([OH:46])[C@@H:28]([NH:36][C:37]([O:39][CH2:40][C:41]1[S:45][CH:44]=[N:43][CH:42]=1)=[O:38])[CH2:29][C:30]1[CH:35]=[CH:34][CH:33]=[CH:32][CH:31]=1)[C:9](=[O:25])[O:10]CC1C2CC3C(=CC=CC=3)C=2C=CC=1)[C:2]1[CH:7]=[CH:6][CH:5]=[CH:4][CH:3]=1.C(NCC)C.C([O-])(O)=O.[Na+].C(OC(O[C:60]([CH3:63])([CH3:62])[CH3:61])=O)(O[C:60]([CH3:63])([CH3:62])[CH3:61])=O.Cl. The catalyst is CC#N.O. The product is [CH2:1]([N:8]([CH2:26][C@@H:27]([OH:46])[C@@H:28]([NH:36][C:37]([O:39][CH2:40][C:41]1[S:45][CH:44]=[N:43][CH:42]=1)=[O:38])[CH2:29][C:30]1[CH:31]=[CH:32][CH:33]=[CH:34][CH:35]=1)[C:9](=[O:25])[O:10][C:60]([CH3:63])([CH3:62])[CH3:61])[C:2]1[CH:7]=[CH:6][CH:5]=[CH:4][CH:3]=1. The yield is 0.740. (2) The catalyst is C(Cl)Cl.C(N(CC)C(C)C)(C)C. The reactants are [C:1](Cl)(=[O:3])[CH3:2].[N+:5]([C:8]1[C:13]2[NH:14][C:15]([CH2:24][NH2:25])([C:18]3[CH:23]=[CH:22][CH:21]=[CH:20][N:19]=3)[CH2:16][O:17][C:12]=2[CH:11]=[CH:10][CH:9]=1)([O-:7])=[O:6]. The product is [N+:5]([C:8]1[C:13]2[NH:14][C:15]([CH2:24][NH:25][C:1](=[O:3])[CH3:2])([C:18]3[CH:23]=[CH:22][CH:21]=[CH:20][N:19]=3)[CH2:16][O:17][C:12]=2[CH:11]=[CH:10][CH:9]=1)([O-:7])=[O:6]. The yield is 0.700. (3) The reactants are [F:1][C:2]1[CH:7]=[CH:6][CH:5]=[CH:4][C:3]=1[C:8]1[CH:13]=[C:12]([C:14]2[CH:19]=[CH:18][CH:17]=[CH:16][C:15]=2[F:20])[C:11]([O:21]C)=[CH:10][C:9]=1[O:23]C.ClCCl.B(Br)(Br)Br.CO. The catalyst is O. The product is [F:1][C:2]1[CH:7]=[CH:6][CH:5]=[CH:4][C:3]=1[C:8]1[CH:13]=[C:12]([C:14]2[CH:19]=[CH:18][CH:17]=[CH:16][C:15]=2[F:20])[C:11]([OH:21])=[CH:10][C:9]=1[OH:23]. The yield is 1.00. (4) The reactants are C[O:2][C:3](=[O:17])[C:4]1[CH:9]=[CH:8][C:7]([C:10]([F:13])([F:12])[F:11])=[CH:6][C:5]=1[CH:14]1[CH2:16][CH2:15]1.[OH-].[Na+]. The catalyst is C(O)C. The product is [CH:14]1([C:5]2[CH:6]=[C:7]([C:10]([F:11])([F:12])[F:13])[CH:8]=[CH:9][C:4]=2[C:3]([OH:17])=[O:2])[CH2:16][CH2:15]1. The yield is 0.270. (5) The reactants are [NH2:1][C:2]1[CH:3]=[C:4]([CH:10]=[CH:11][C:12]=1C1(N)CCCCC1)[C:5]([O:7]CC)=[O:6].OOS([O-])=O.[K+].[O:26]1[CH:30]=[CH:29][C:28]([CH:31]=O)=[CH:27]1.[OH-].[Na+]. The catalyst is CN(C=O)C.O. The product is [CH:2]1([N:1]2[C:12]3[CH:11]=[CH:10][C:4]([C:5]([OH:7])=[O:6])=[CH:3][C:2]=3[N:1]=[C:31]2[C:28]2[CH:29]=[CH:30][O:26][CH:27]=2)[CH2:3][CH2:4][CH2:10][CH2:11][CH2:12]1. The yield is 0.850.